Dataset: Reaction yield outcomes from USPTO patents with 853,638 reactions. Task: Predict the reaction yield, written as a fraction of the theoretical maximum amount of product (1.0 means a 100% yield; for example, 0.34 means a 34% yield). The reactants are [C:1]([O:4][C@@H:5]1[C@@H:18]([O:19][C:20](=[O:22])[CH3:21])[C@H:17]([O:23][C:24](=[O:26])[CH3:25])[CH2:16][S:15][C@H:6]1[O:7][C:8]1[CH:13]=[CH:12][CH:11]=[CH:10][C:9]=1Br)(=[O:3])[CH3:2].[N:27]1[CH:32]=[CH:31][C:30](B(O)O)=[CH:29][CH:28]=1. The product is [C:1]([O:4][C@@H:5]1[C@@H:18]([O:19][C:20](=[O:22])[CH3:21])[C@H:17]([O:23][C:24](=[O:26])[CH3:25])[CH2:16][S:15][C@H:6]1[O:7][C:8]1[CH:13]=[CH:12][CH:11]=[CH:10][C:9]=1[C:30]1[CH:31]=[CH:32][N:27]=[CH:28][CH:29]=1)(=[O:3])[CH3:2]. No catalyst specified. The yield is 0.650.